This data is from Reaction yield outcomes from USPTO patents with 853,638 reactions. The task is: Predict the reaction yield, written as a fraction of the theoretical maximum amount of product (1.0 means a 100% yield; for example, 0.34 means a 34% yield). (1) The reactants are [I:1][C:2]1[N:3]=[CH:4][NH:5][CH:6]=1.C([O-])([O-])=O.[Cs+].[Cs+].[CH3:13][C:14]1([CH3:17])[CH2:16][O:15]1. No catalyst specified. The product is [I:1][C:2]1[N:3]=[CH:4][N:5]([CH2:13][C:14]([CH3:17])([OH:15])[CH3:16])[CH:6]=1. The yield is 0.710. (2) The reactants are [NH2:1][C:2]1[N:10]=[C:9]([NH:11][CH2:12][CH2:13][CH2:14][CH3:15])[N:8]=[C:7]2[C:3]=1[N:4]=[CH:5][NH:6]2.C([O-])([O-])=O.[Cs+].[Cs+].[N+:22]([C:25]1[CH:32]=[CH:31][C:28]([CH2:29]Br)=[CH:27][CH:26]=1)([O-:24])=[O:23]. The catalyst is CN(C=O)C.[Cl-].[Na+].O. The product is [CH2:12]([NH:11][C:9]1[N:8]=[C:7]2[C:3]([N:4]=[CH:5][N:6]2[CH2:29][C:28]2[CH:31]=[CH:32][C:25]([N+:22]([O-:24])=[O:23])=[CH:26][CH:27]=2)=[C:2]([NH2:1])[N:10]=1)[CH2:13][CH2:14][CH3:15]. The yield is 0.700. (3) The reactants are [C:1]([O:5][C:6]([NH:8][C@@H:9]([CH2:14][C:15]1[CH:20]=[CH:19][C:18]([O:21]CC2C=CC=CC=2)=[CH:17][CH:16]=1)[C@H:10]([OH:13])[CH2:11][Cl:12])=[O:7])([CH3:4])([CH3:3])[CH3:2]. The catalyst is [OH-].[OH-].[Pd+2].C(O)C. The product is [C:1]([O:5][C:6]([NH:8][C@@H:9]([CH2:14][C:15]1[CH:16]=[CH:17][C:18]([OH:21])=[CH:19][CH:20]=1)[C@H:10]([OH:13])[CH2:11][Cl:12])=[O:7])([CH3:4])([CH3:2])[CH3:3]. The yield is 0.980. (4) The reactants are [N:1]([CH2:4][C:5]1[N:6]=[C:7]2[CH:13]=[C:12]([C:14]3[C:22]4[C:17](=[CH:18][CH:19]=[C:20]([O:23][CH3:24])[CH:21]=4)[N:16]([CH3:25])[CH:15]=3)[N:11]([CH2:26][O:27][CH2:28][CH2:29][Si:30]([CH3:33])([CH3:32])[CH3:31])[C:8]2=[N:9][CH:10]=1)=[N+]=[N-].C1(P(C2C=CC=CC=2)C2C=CC=CC=2)C=CC=CC=1.O. The catalyst is C1COCC1. The product is [NH4+:1].[OH-:23].[CH3:24][O:23][C:20]1[CH:21]=[C:22]2[C:17](=[CH:18][CH:19]=1)[N:16]([CH3:25])[CH:15]=[C:14]2[C:12]1[N:11]([CH2:26][O:27][CH2:28][CH2:29][Si:30]([CH3:31])([CH3:33])[CH3:32])[C:8]2=[N:9][CH:10]=[C:5]([CH2:4][NH2:1])[N:6]=[C:7]2[CH:13]=1. The yield is 0.370.